The task is: Predict the reaction yield, written as a fraction of the theoretical maximum amount of product (1.0 means a 100% yield; for example, 0.34 means a 34% yield).. This data is from Reaction yield outcomes from USPTO patents with 853,638 reactions. (1) The reactants are [BH4-].[Na+].[CH2:3]([CH:6]1[CH2:7][CH2:8][C:9]2[S:13][CH:12]=[CH:11][C:10]=2/[C:14]/1=[N:15]\[OH:16])[CH2:4][CH3:5]. The catalyst is COCCOC.[Ti](Cl)(Cl)(Cl)Cl. The product is [OH-:16].[NH4+:15].[CH2:3]([C@@H:6]1[C@H:14]([NH2:15])[C:10]2[CH:11]=[CH:12][S:13][C:9]=2[CH2:8][CH2:7]1)[CH2:4][CH3:5]. The yield is 0.00500. (2) The reactants are [CH3:1][C:2]1[C:6]([CH3:7])=[C:5]([NH:8][C:9](=[O:16])OCC(Cl)(Cl)Cl)[O:4][N:3]=1.Cl.Cl.[F:19][C:20]1[CH:25]=[CH:24][CH:23]=[CH:22][C:21]=1[C:26]1[CH:31]=[CH:30][N:29]=[C:28]([N:32]2[CH2:37][CH2:36][NH:35][CH2:34][CH2:33]2)[N:27]=1. The catalyst is O1CCCC1.CCCCCC. The product is [CH3:1][C:2]1[C:6]([CH3:7])=[C:5]([NH:8][C:9]([N:35]2[CH2:36][CH2:37][N:32]([C:28]3[N:27]=[C:26]([C:21]4[CH:22]=[CH:23][CH:24]=[CH:25][C:20]=4[F:19])[CH:31]=[CH:30][N:29]=3)[CH2:33][CH2:34]2)=[O:16])[O:4][N:3]=1. The yield is 0.770. (3) The reactants are [Br:1][C:2]1[CH:3]=[C:4]2[CH:10]=[CH:9][NH:8][C:5]2=[N:6][CH:7]=1.[I:11]N1C(=O)CCC1=O. The catalyst is CC(C)=O. The product is [Br:1][C:2]1[CH:3]=[C:4]2[C:10]([I:11])=[CH:9][NH:8][C:5]2=[N:6][CH:7]=1. The yield is 0.670.